From a dataset of Reaction yield outcomes from USPTO patents with 853,638 reactions. Predict the reaction yield, written as a fraction of the theoretical maximum amount of product (1.0 means a 100% yield; for example, 0.34 means a 34% yield). (1) The reactants are [Li+].CC([N-]C(C)C)C.[SnH:9]([CH2:18][CH2:19][CH2:20][CH3:21])([CH2:14][CH2:15][CH2:16][CH3:17])[CH2:10][CH2:11][CH2:12][CH3:13].[Cl:22][C:23]1[N:28]=[C:27]([Cl:29])[CH:26]=[CH:25][N:24]=1. The catalyst is C1COCC1. The product is [Cl:29][C:27]1[CH:26]=[CH:25][N:24]=[C:23]([Sn:9]([CH2:14][CH2:15][CH2:16][CH3:17])([CH2:18][CH2:19][CH2:20][CH3:21])[CH2:10][CH2:11][CH2:12][CH3:13])[N:28]=1.[Cl:22][C:23]1[N:28]=[C:27]([Sn:9]([CH2:14][CH2:15][CH2:16][CH3:17])([CH2:18][CH2:19][CH2:20][CH3:21])[CH2:10][CH2:11][CH2:12][CH3:13])[CH:26]=[CH:25][N:24]=1. The yield is 0.240. (2) No catalyst specified. The product is [C:23]([C:25]1[CH:26]=[CH:27][C:28]([C:31]([NH:1][C:2]2[CH:7]=[C:6]([C@:8]3([CH3:20])[C:14]([F:15])([F:16])[C:13]([CH3:17])([CH3:18])[O:12][CH2:11][C:10](=[S:19])[NH:9]3)[C:5]([F:21])=[CH:4][C:3]=2[F:22])=[O:32])=[N:29][CH:30]=1)#[N:24]. The reactants are [NH2:1][C:2]1[C:3]([F:22])=[CH:4][C:5]([F:21])=[C:6]([C@:8]2([CH3:20])[C:14]([F:16])([F:15])[C:13]([CH3:18])([CH3:17])[O:12][CH2:11][C:10](=[S:19])[NH:9]2)[CH:7]=1.[C:23]([C:25]1[CH:26]=[CH:27][C:28]([C:31](O)=[O:32])=[N:29][CH:30]=1)#[N:24]. The yield is 0.820. (3) The reactants are Br[C:2]1[CH:7]=[CH:6][C:5]([C:8]2([O:11][CH2:12][C:13]3[CH:18]=[CH:17][CH:16]=[CH:15][CH:14]=3)[CH2:10][CH2:9]2)=[C:4]([CH3:19])[CH:3]=1.[CH3:20][Si:21]([C:24]#[CH:25])([CH3:23])[CH3:22]. The catalyst is C(N(CC)CC)C.[Cu]I.Cl[Pd](Cl)([P](C1C=CC=CC=1)(C1C=CC=CC=1)C1C=CC=CC=1)[P](C1C=CC=CC=1)(C1C=CC=CC=1)C1C=CC=CC=1. The product is [CH2:12]([O:11][C:8]1([C:5]2[CH:6]=[CH:7][C:2]([C:25]#[C:24][Si:21]([CH3:23])([CH3:22])[CH3:20])=[CH:3][C:4]=2[CH3:19])[CH2:10][CH2:9]1)[C:13]1[CH:18]=[CH:17][CH:16]=[CH:15][CH:14]=1. The yield is 0.890. (4) The reactants are [F:1][C:2]1[CH:3]=[C:4]([C:10]2[CH:11]=[C:12]([CH2:21]OS(C)(=O)=O)[C:13](=[O:20])[N:14]([CH2:16][CH:17]([CH3:19])[CH3:18])[N:15]=2)[CH:5]=[CH:6][C:7]=1[O:8][CH3:9].[N:27]1([C:33]([O:35][C:36]([CH3:39])([CH3:38])[CH3:37])=[O:34])[CH2:32][CH2:31][NH:30][CH2:29][CH2:28]1. No catalyst specified. The product is [C:36]([O:35][C:33]([N:27]1[CH2:32][CH2:31][N:30]([CH2:21][C:12]2[C:13](=[O:20])[N:14]([CH2:16][CH:17]([CH3:18])[CH3:19])[N:15]=[C:10]([C:4]3[CH:5]=[CH:6][C:7]([O:8][CH3:9])=[C:2]([F:1])[CH:3]=3)[CH:11]=2)[CH2:29][CH2:28]1)=[O:34])([CH3:39])([CH3:37])[CH3:38]. The yield is 0.943. (5) The reactants are [CH:1]([C:3]1[CH:8]=[CH:7][N:6]=[CH:5][CH:4]=1)=[CH2:2].[CH3:9][N:10]1[CH2:15][CH2:14][NH:13][CH2:12][CH2:11]1.C(O)(=O)C.[OH-].[Na+]. The catalyst is C(O)C. The product is [CH3:9][N:10]1[CH2:15][CH2:14][N:13]([CH2:2][CH2:1][C:3]2[CH:8]=[CH:7][N:6]=[CH:5][CH:4]=2)[CH2:12][CH2:11]1. The yield is 0.860. (6) The reactants are [F:1][C:2]1[CH:7]=[CH:6][C:5]([F:8])=[CH:4][C:3]=1[C@H:9]1[CH2:13][CH2:12][CH2:11][N:10]1[C:14]1[CH:15]=[CH:16][C:17]([N+:20]([O-])=O)=[N:18][CH:19]=1. The catalyst is C(O)C.[Ni]. The product is [F:1][C:2]1[CH:7]=[CH:6][C:5]([F:8])=[CH:4][C:3]=1[C@H:9]1[CH2:13][CH2:12][CH2:11][N:10]1[C:14]1[CH:15]=[CH:16][C:17]([NH2:20])=[N:18][CH:19]=1. The yield is 0.930. (7) The yield is 0.140. The reactants are [O:1]1[CH2:6][CH2:5][CH:4]([O:7][C:8]2[C:9]3[N:17]=[C:16]([C:18]4[N:23]=[C:22]([NH2:24])[CH:21]=[N:20][CH:19]=4)[CH:15]=[CH:14][C:10]=3[N:11]=[CH:12][N:13]=2)[CH2:3][CH2:2]1.[C:25]1([S:31](Cl)(=[O:33])=[O:32])[CH:30]=[CH:29][CH:28]=[CH:27][CH:26]=1. The product is [O:1]1[CH2:2][CH2:3][CH:4]([O:7][C:8]2[C:9]3[N:17]=[C:16]([C:18]4[N:23]=[C:22]([NH:24][S:31]([C:25]5[CH:30]=[CH:29][CH:28]=[CH:27][CH:26]=5)(=[O:33])=[O:32])[CH:21]=[N:20][CH:19]=4)[CH:15]=[CH:14][C:10]=3[N:11]=[CH:12][N:13]=2)[CH2:5][CH2:6]1. The catalyst is N1C=CC=CC=1.C(Cl)Cl.